Task: Regression. Given a peptide amino acid sequence and an MHC pseudo amino acid sequence, predict their binding affinity value. This is MHC class I binding data.. Dataset: Peptide-MHC class I binding affinity with 185,985 pairs from IEDB/IMGT (1) The peptide sequence is LVQAFHSFRA. The MHC is HLA-A02:01 with pseudo-sequence HLA-A02:01. The binding affinity (normalized) is 0.183. (2) The peptide sequence is GPLEEELPRL. The MHC is Patr-A0401 with pseudo-sequence Patr-A0401. The binding affinity (normalized) is 0. (3) The MHC is HLA-A30:01 with pseudo-sequence HLA-A30:01. The binding affinity (normalized) is 0. The peptide sequence is TSTVEEQIQW.